Dataset: Forward reaction prediction with 1.9M reactions from USPTO patents (1976-2016). Task: Predict the product of the given reaction. Given the reactants N#N.Br[C:4]1[N:9]=[C:8]([C:10]2[CH:14]=[C:13]([CH3:15])[NH:12][C:11]=2[CH3:16])[CH:7]=[CH:6][CH:5]=1.C([Li])CCC.[CH2:22]([N:29]1[CH2:35][CH:34]2[C:36](=[O:37])[CH:31]([CH2:32][CH2:33]2)[CH2:30]1)[C:23]1[CH:28]=[CH:27][CH:26]=[CH:25][CH:24]=1.[CH3:38][CH2:39][CH2:40][CH2:41][CH2:42][CH3:43], predict the reaction product. The product is: [CH3:16][C:11]1[NH:12][C:13]([CH3:15])=[CH:14][C:10]=1[C:8]1[N:9]=[C:4]([C:40]2[CH:39]=[CH:38][C:43]([C:36]3([OH:37])[CH:34]4[CH2:33][CH2:32][CH:31]3[CH2:30][N:29]([CH2:22][C:23]3[CH:24]=[CH:25][CH:26]=[CH:27][CH:28]=3)[CH2:35]4)=[CH:42][CH:41]=2)[CH:5]=[CH:6][CH:7]=1.